This data is from Forward reaction prediction with 1.9M reactions from USPTO patents (1976-2016). The task is: Predict the product of the given reaction. The product is: [F:34][C:31]([F:32])([F:33])[C:28]1[CH:27]=[CH:26][C:25]([C:20]2[N:19]=[N:18][C:17]([N:14]3[CH2:15][CH2:16][N:11]([C:8]4[CH:7]=[N:6][C:5]([C:3]([OH:4])=[O:2])=[CH:10][N:9]=4)[C@H:12]([CH3:35])[CH2:13]3)=[C:22]([CH3:23])[C:21]=2[CH3:24])=[CH:30][CH:29]=1. Given the reactants C[O:2][C:3]([C:5]1[N:6]=[CH:7][C:8]([N:11]2[CH2:16][CH2:15][N:14]([C:17]3[N:18]=[N:19][C:20]([C:25]4[CH:30]=[CH:29][C:28]([C:31]([F:34])([F:33])[F:32])=[CH:27][CH:26]=4)=[C:21]([CH3:24])[C:22]=3[CH3:23])[CH2:13][C@H:12]2[CH3:35])=[N:9][CH:10]=1)=[O:4].[Li+].[OH-], predict the reaction product.